From a dataset of Forward reaction prediction with 1.9M reactions from USPTO patents (1976-2016). Predict the product of the given reaction. (1) Given the reactants C([Sn](CCCC)(CCCC)[C:6]1[CH:7]=[N:8][CH:9]=[N:10][CH:11]=1)CCC.Br[C:21]1[S:25][C:24]([C:26]([O-:28])=[O:27])=[CH:23][C:22]=1[F:29].[F-].[Cs+].[CH3:32]N(C=O)C, predict the reaction product. The product is: [F:29][C:22]1[CH:23]=[C:24]([C:26]([O:28][CH3:32])=[O:27])[S:25][C:21]=1[C:6]1[CH:11]=[N:10][CH:9]=[N:8][CH:7]=1. (2) Given the reactants [C:1](Cl)(=[O:8])[C:2]1[CH:7]=[CH:6][CH:5]=[CH:4][CH:3]=1.[Cl:10][CH2:11][C:12](=[N:14]O)[NH2:13], predict the reaction product. The product is: [Cl:10][CH2:11][C:12]1[N:14]=[C:1]([C:2]2[CH:7]=[CH:6][CH:5]=[CH:4][CH:3]=2)[O:8][N:13]=1. (3) Given the reactants [CH:1]1([NH:7][C:8]2[N:13]=[CH:12][N:11]=[C:10]([C:14]([OH:16])=O)[CH:9]=2)[CH2:6][CH2:5][CH2:4][CH2:3][CH2:2]1.[NH2:17][C:18]1[CH:23]=[CH:22][C:21]([NH:24][S:25]([CH3:28])(=[O:27])=[O:26])=[CH:20][C:19]=1[O:29][CH3:30], predict the reaction product. The product is: [CH:1]1([NH:7][C:8]2[N:13]=[CH:12][N:11]=[C:10]([C:14]([NH:17][C:18]3[CH:23]=[CH:22][C:21]([NH:24][S:25]([CH3:28])(=[O:27])=[O:26])=[CH:20][C:19]=3[O:29][CH3:30])=[O:16])[CH:9]=2)[CH2:2][CH2:3][CH2:4][CH2:5][CH2:6]1. (4) Given the reactants [H-].[Na+].[NH:3]1[CH:7]=[CH:6][N:5]=[CH:4]1.[NH2:8][C:9]1[N:14]=[C:13](S(C)=O)[C:12]([C:18]2[CH:19]=[CH:20][C:21](=[O:27])[N:22]([CH:24]([CH3:26])[CH3:25])[N:23]=2)=[C:11]([C:28]2[CH:33]=[CH:32][CH:31]=[CH:30][CH:29]=2)[N:10]=1.O, predict the reaction product. The product is: [NH2:8][C:9]1[N:14]=[C:13]([N:3]2[CH:7]=[CH:6][N:5]=[CH:4]2)[C:12]([C:18]2[CH:19]=[CH:20][C:21](=[O:27])[N:22]([CH:24]([CH3:26])[CH3:25])[N:23]=2)=[C:11]([C:28]2[CH:29]=[CH:30][CH:31]=[CH:32][CH:33]=2)[N:10]=1.